This data is from Catalyst prediction with 721,799 reactions and 888 catalyst types from USPTO. The task is: Predict which catalyst facilitates the given reaction. (1) Reactant: [F:1][C:2]1[CH:7]=[C:6]([N+:8]([O-])=O)[CH:5]=[CH:4][C:3]=1[CH2:11][CH2:12][S:13]([CH3:16])(=[O:15])=[O:14]. Product: [F:1][C:2]1[CH:7]=[C:6]([CH:5]=[CH:4][C:3]=1[CH2:11][CH2:12][S:13]([CH3:16])(=[O:15])=[O:14])[NH2:8]. The catalyst class is: 78. (2) Reactant: [C:1](OC)(OC)(OC)[CH2:2][CH2:3][CH3:4].[CH2:11]([O:18][C:19]1[CH:28]=[C:27]2[C:22]([C:23]([NH:30][CH2:31][CH:32]([CH3:34])[CH3:33])=[C:24]([NH2:29])[CH:25]=[N:26]2)=[CH:21][CH:20]=1)[C:12]1[CH:17]=[CH:16][CH:15]=[CH:14][CH:13]=1.Cl.N1C=CC=CC=1. Product: [CH2:11]([O:18][C:19]1[CH:20]=[CH:21][C:22]2[C:23]3[N:30]([CH2:31][CH:32]([CH3:34])[CH3:33])[C:1]([CH2:2][CH2:3][CH3:4])=[N:29][C:24]=3[CH:25]=[N:26][C:27]=2[CH:28]=1)[C:12]1[CH:13]=[CH:14][CH:15]=[CH:16][CH:17]=1. The catalyst class is: 11. (3) Reactant: C1(C(C2C=CC=CC=2)=[N:8][C@H:9]([C:19]([O:21][CH2:22][CH3:23])=[O:20])[CH2:10][C:11]2[CH:16]=[CH:15][CH:14]=[C:13]([O:17][CH3:18])[N:12]=2)C=CC=CC=1.Cl. Product: [CH3:18][O:17][C:13]1[N:12]=[C:11]([CH2:10][C@@H:9]([C:19]([O:21][CH2:22][CH3:23])=[O:20])[NH2:8])[CH:16]=[CH:15][CH:14]=1. The catalyst class is: 1. (4) Reactant: [O:1]=[C:2]1[N:6]([CH:7]2[CH2:12][CH2:11][N:10]([C:13]([O:15][C@@H:16]([C:34]([OH:36])=[O:35])[CH2:17][C:18]3[CH:23]=[C:22]([CH3:24])[C:21]([O:25]CC4C=CC=CC=4)=[C:20]([CH3:33])[CH:19]=3)=[O:14])[CH2:9][CH2:8]2)[N:5]=[C:4]([C:37]2[CH:42]=[CH:41][CH:40]=[CH:39][CH:38]=2)[NH:3]1.C1COCC1. Product: [O:1]=[C:2]1[N:6]([CH:7]2[CH2:12][CH2:11][N:10]([C:13]([O:15][C@@H:16]([C:34]([OH:36])=[O:35])[CH2:17][C:18]3[CH:23]=[C:22]([CH3:24])[C:21]([OH:25])=[C:20]([CH3:33])[CH:19]=3)=[O:14])[CH2:9][CH2:8]2)[N:5]=[C:4]([C:37]2[CH:38]=[CH:39][CH:40]=[CH:41][CH:42]=2)[NH:3]1. The catalyst class is: 707.